From a dataset of Full USPTO retrosynthesis dataset with 1.9M reactions from patents (1976-2016). Predict the reactants needed to synthesize the given product. (1) The reactants are: [CH3:1][C:2]1[O:6][N:5]=[C:4]([C:7]2[CH:12]=[CH:11][CH:10]=[CH:9][CH:8]=2)[C:3]=1[CH2:13][O:14][C:15]1[CH:23]=[CH:22][C:18]([C:19]([OH:21])=O)=[CH:17][N:16]=1.Cl.[NH:25]1[CH2:29][CH2:28][C:27](=[O:30])[NH:26]1. Given the product [CH3:1][C:2]1[O:6][N:5]=[C:4]([C:7]2[CH:8]=[CH:9][CH:10]=[CH:11][CH:12]=2)[C:3]=1[CH2:13][O:14][C:15]1[N:16]=[CH:17][C:18]([C:19]([N:25]2[CH:29]=[CH:28][C:27](=[O:30])[NH:26]2)=[O:21])=[CH:22][CH:23]=1, predict the reactants needed to synthesize it. (2) Given the product [ClH:52].[CH2:1]([NH:5][CH2:6][CH2:7][CH2:8][O:9][C:10]1[CH:15]=[C:14]([CH2:16][NH:17][CH2:18][CH2:19][CH2:20][NH:21][CH2:22][CH2:23][CH2:24][NH:25][CH2:26][CH2:27][CH2:28][CH2:29][CH2:30][CH2:31][CH2:32][CH3:33])[CH:13]=[C:12]([CH2:34][NH:35][CH2:36][CH2:37][CH2:38][NH:39][CH2:40][CH2:41][CH2:42][NH:43][CH2:44][CH2:45][CH2:46][CH2:47][CH2:48][CH2:49][CH2:50][CH3:51])[CH:11]=1)[CH:2]([CH3:4])[CH3:3], predict the reactants needed to synthesize it. The reactants are: [CH2:1]([NH:5][CH2:6][CH2:7][CH2:8][O:9][C:10]1[CH:11]=[C:12]([CH2:34][NH:35][CH2:36][CH2:37][CH2:38][NH:39][CH2:40][CH2:41][CH2:42][NH:43][CH2:44][CH2:45][CH2:46][CH2:47][CH2:48][CH2:49][CH2:50][CH3:51])[CH:13]=[C:14]([CH2:16][NH:17][CH2:18][CH2:19][CH2:20][NH:21][CH2:22][CH2:23][CH2:24][NH:25][CH2:26][CH2:27][CH2:28][CH2:29][CH2:30][CH2:31][CH2:32][CH3:33])[CH:15]=1)[CH:2]([CH3:4])[CH3:3].[ClH:52]. (3) Given the product [Cl:1][C:2]1[CH:3]=[CH:4][C:5]([C:25]#[N:26])=[C:6]([C:8]2[C:13]([O:14][CH3:15])=[CH:12][N:11]([CH:16]([CH2:20][CH2:21][O:22][CH3:23])[C:17]([NH:27][C:28]3[CH:29]=[CH:30][C:31]4[N:32]([C:34]([C:37]([O:39][CH2:40][CH3:41])=[O:38])=[CH:35][N:36]=4)[CH:33]=3)=[O:18])[C:10](=[O:24])[CH:9]=2)[CH:7]=1, predict the reactants needed to synthesize it. The reactants are: [Cl:1][C:2]1[CH:3]=[CH:4][C:5]([C:25]#[N:26])=[C:6]([C:8]2[C:13]([O:14][CH3:15])=[CH:12][N:11]([CH:16]([CH2:20][CH2:21][O:22][CH3:23])[C:17](O)=[O:18])[C:10](=[O:24])[CH:9]=2)[CH:7]=1.[NH2:27][C:28]1[CH:29]=[CH:30][C:31]2[N:32]([C:34]([C:37]([O:39][CH2:40][CH3:41])=[O:38])=[CH:35][N:36]=2)[CH:33]=1.C(P1(=O)OP(CCC)(=O)OP(CCC)(=O)O1)CC.